This data is from Peptide-MHC class I binding affinity with 185,985 pairs from IEDB/IMGT. The task is: Regression. Given a peptide amino acid sequence and an MHC pseudo amino acid sequence, predict their binding affinity value. This is MHC class I binding data. (1) The peptide sequence is RVFTSAVLL. The MHC is HLA-A02:01 with pseudo-sequence HLA-A02:01. The binding affinity (normalized) is 0.400. (2) The peptide sequence is YRYGFVANF. The MHC is HLA-B38:01 with pseudo-sequence HLA-B38:01. The binding affinity (normalized) is 0.0847. (3) The peptide sequence is AGTINHPAI. The MHC is H-2-Kb with pseudo-sequence H-2-Kb. The binding affinity (normalized) is 0.213. (4) The peptide sequence is SLYPPCLFK. The MHC is HLA-B58:01 with pseudo-sequence HLA-B58:01. The binding affinity (normalized) is 0.0847. (5) The peptide sequence is WMACHSAAF. The MHC is HLA-C14:02 with pseudo-sequence HLA-C14:02. The binding affinity (normalized) is 0.652. (6) The peptide sequence is CEKLEQSGL. The MHC is Mamu-A11 with pseudo-sequence Mamu-A11. The binding affinity (normalized) is 0.667. (7) The peptide sequence is KRFYQTVGF. The MHC is HLA-B48:01 with pseudo-sequence HLA-B48:01. The binding affinity (normalized) is 0.0847. (8) The peptide sequence is STPFLVEHT. The MHC is Mamu-A01 with pseudo-sequence Mamu-A01. The binding affinity (normalized) is 0.450. (9) The peptide sequence is QTPLNDVVQAL. The MHC is Mamu-A01 with pseudo-sequence Mamu-A01. The binding affinity (normalized) is 0.694. (10) The peptide sequence is KSLYNTIATLY. The MHC is HLA-B15:01 with pseudo-sequence HLA-B15:01. The binding affinity (normalized) is 0.0847.